Dataset: Forward reaction prediction with 1.9M reactions from USPTO patents (1976-2016). Task: Predict the product of the given reaction. (1) Given the reactants C(N(CC)CC)C.[F:8][C:9]1[C:19]([C:20](O)=[O:21])=[CH:18][C:12]2[NH:13][C:14](=[O:17])[CH2:15][O:16][C:11]=2[C:10]=1[F:23].ClC(OCC(C)C)=O, predict the reaction product. The product is: [F:8][C:9]1[C:19]([CH2:20][OH:21])=[CH:18][C:12]2[NH:13][C:14](=[O:17])[CH2:15][O:16][C:11]=2[C:10]=1[F:23]. (2) Given the reactants [C:1]([C:5]1[CH:9]=[C:8]([NH2:10])[N:7]([C:11]2[CH:16]=[CH:15][C:14]([O:17][CH3:18])=[CH:13][CH:12]=2)[N:6]=1)([CH3:4])([CH3:3])[CH3:2].Cl[C:20]([O:22][C:23]1[CH:28]=[CH:27][CH:26]=[CH:25][CH:24]=1)=[O:21], predict the reaction product. The product is: [C:1]([C:5]1[CH:9]=[C:8]([NH:10][C:20](=[O:21])[O:22][C:23]2[CH:28]=[CH:27][CH:26]=[CH:25][CH:24]=2)[N:7]([C:11]2[CH:12]=[CH:13][C:14]([O:17][CH3:18])=[CH:15][CH:16]=2)[N:6]=1)([CH3:4])([CH3:2])[CH3:3].